From a dataset of Catalyst prediction with 721,799 reactions and 888 catalyst types from USPTO. Predict which catalyst facilitates the given reaction. (1) Reactant: [F:1][C:2]([F:19])([F:18])[C:3]1[N:8]=[CH:7][C:6]([O:9][C:10]2[CH:17]=[CH:16][C:13]([CH:14]=O)=[CH:12][CH:11]=2)=[CH:5][CH:4]=1.[H-].[Na+].[CH2:22]1COCC1. Product: [CH:14]([C:13]1[CH:16]=[CH:17][C:10]([O:9][C:6]2[CH:5]=[CH:4][C:3]([C:2]([F:19])([F:18])[F:1])=[N:8][CH:7]=2)=[CH:11][CH:12]=1)=[CH2:22]. The catalyst class is: 629. (2) Reactant: COC1C=CC(C[N:8]2[C:26](=[O:27])[N:25]3[CH:21]([CH2:22][CH:23]([O:28][C:29]4[C:38]5[C:33](=[C:34]([CH3:41])[C:35]([O:39][CH3:40])=[CH:36][CH:37]=5)[N:32]=[C:31]([C:42]5[CH:47]=[CH:46][CH:45]=[CH:44][CH:43]=5)[N:30]=4)[CH2:24]3)[C:20](=[O:48])[NH:19][C:18]3([C:49]([NH:51][S:52]([CH:55]4[CH2:57][CH2:56]4)(=[O:54])=[O:53])=[O:50])[CH:16]([CH2:17]3)[CH:15]=[CH:14][CH2:13][CH2:12][CH2:11][CH2:10][CH2:9]2)=CC=1. Product: [CH3:40][O:39][C:35]1[C:34]([CH3:41])=[C:33]2[C:38]([C:29]([O:28][CH:23]3[CH2:22][CH:21]4[N:25]([C:26](=[O:27])[NH:8][CH2:9][CH2:10][CH2:11][CH2:12][CH2:13][CH:14]=[CH:15][CH:16]5[C:18]([C:49]([NH:51][S:52]([CH:55]6[CH2:57][CH2:56]6)(=[O:54])=[O:53])=[O:50])([NH:19][C:20]4=[O:48])[CH2:17]5)[CH2:24]3)=[N:30][C:31]([C:42]3[CH:43]=[CH:44][CH:45]=[CH:46][CH:47]=3)=[N:32]2)=[CH:37][CH:36]=1. The catalyst class is: 281. (3) Reactant: C(O)(C(F)(F)F)=O.[F:8][CH:9]([CH2:23][CH2:24][C:25]1[S:26][C:27]([C:30](=[O:43])[NH:31][CH2:32][C:33]2[CH:38]=[C:37]([C:39]([F:42])([F:41])[F:40])[CH:36]=[CH:35][N:34]=2)=[N:28][N:29]=1)[CH2:10][N:11]1[CH:15]=[C:14]([C:16]([O:18]C(C)(C)C)=[O:17])[N:13]=[N:12]1. Product: [F:8][CH:9]([CH2:23][CH2:24][C:25]1[S:26][C:27]([C:30](=[O:43])[NH:31][CH2:32][C:33]2[CH:38]=[C:37]([C:39]([F:42])([F:41])[F:40])[CH:36]=[CH:35][N:34]=2)=[N:28][N:29]=1)[CH2:10][N:11]1[CH:15]=[C:14]([C:16]([OH:18])=[O:17])[N:13]=[N:12]1. The catalyst class is: 2. (4) Reactant: [C:1](Cl)(=[O:3])[CH3:2].[NH2:5][C:6]1[N:15]=[CH:14][C:13]2[C:12]([S:16][CH3:17])=[N:11][CH:10]=[N:9][C:8]=2[CH:7]=1.CCN(CC)CC.O. The catalyst class is: 1. Product: [C:1]([NH:5][C:6]1[N:15]=[CH:14][C:13]2[C:12]([S:16][CH3:17])=[N:11][CH:10]=[N:9][C:8]=2[CH:7]=1)(=[O:3])[CH3:2]. (5) Reactant: [NH2:1][C:2]1[CH:7]=[C:6]([O:8][CH3:9])[CH:5]=[CH:4][C:3]=1[CH:10]1[CH2:19][CH2:18][C:17]2[CH:16]=[C:15]([OH:20])[CH:14]=[CH:13][C:12]=2[CH2:11]1.ClC([O:24][CH2:25][CH2:26]Cl)=O. Product: [OH:24][CH2:25][CH2:26][NH:1][C:2]1[CH:7]=[C:6]([O:8][CH3:9])[CH:5]=[CH:4][C:3]=1[CH:10]1[CH2:19][CH2:18][C:17]2[CH:16]=[C:15]([OH:20])[CH:14]=[CH:13][C:12]=2[CH2:11]1. The catalyst class is: 17. (6) The catalyst class is: 14. Reactant: [CH3:1][C:2]1[C:6]([C:7]2[CH:8]=[C:9]3[C:13](=[CH:14][CH:15]=2)[NH:12][C:11](=[O:16])[C:10]3([CH2:23][C:24](OC)=[O:25])[C:17]2[CH:22]=[CH:21][CH:20]=[CH:19][CH:18]=2)=[C:5]([CH3:28])[O:4][N:3]=1.[BH4-].[Na+]. Product: [CH3:1][C:2]1[C:6]([C:7]2[CH:8]=[C:9]3[C:13](=[CH:14][CH:15]=2)[NH:12][C:11](=[O:16])[C:10]3([CH2:23][CH2:24][OH:25])[C:17]2[CH:22]=[CH:21][CH:20]=[CH:19][CH:18]=2)=[C:5]([CH3:28])[O:4][N:3]=1.